Dataset: Catalyst prediction with 721,799 reactions and 888 catalyst types from USPTO. Task: Predict which catalyst facilitates the given reaction. (1) Reactant: [O:1]1[CH2:3][CH:2]1[CH:4]1[CH2:9][CH2:8][N:7]([C:10]([O:12][CH2:13][C:14]2[CH:19]=[CH:18][CH:17]=[CH:16][CH:15]=2)=[O:11])[CH2:6][CH2:5]1.[F:20][C:21]1[CH:22]=[C:23]2[C:29]3([CH2:34][CH2:33][NH:32][CH2:31][CH2:30]3)[CH2:28][N:27]([C:35]([O:37][C:38]([CH3:41])([CH3:40])[CH3:39])=[O:36])[C:24]2=[CH:25][CH:26]=1. Product: [F:20][C:21]1[CH:22]=[C:23]2[C:29]3([CH2:34][CH2:33][N:32]([CH2:3][CH:2]([OH:1])[CH:4]4[CH2:9][CH2:8][N:7]([C:10]([O:12][CH2:13][C:14]5[CH:19]=[CH:18][CH:17]=[CH:16][CH:15]=5)=[O:11])[CH2:6][CH2:5]4)[CH2:31][CH2:30]3)[CH2:28][N:27]([C:35]([O:37][C:38]([CH3:41])([CH3:40])[CH3:39])=[O:36])[C:24]2=[CH:25][CH:26]=1. The catalyst class is: 14. (2) Product: [Cl:1][C:2]1[CH:3]=[N:4][CH:5]=[CH:6][C:7]=1[CH2:8][OH:9]. The catalyst class is: 5. Reactant: [Cl:1][C:2]1[CH:3]=[N:4][CH:5]=[CH:6][C:7]=1[CH:8]=[O:9].[BH4-].[Na+].O. (3) Reactant: CN(C)[CH:3]=[CH:4][C:5]([C:7]1[S:11][C:10](=[O:12])[N:9]([CH3:13])[C:8]=1[CH3:14])=O.[N+]([O-])(O)=O.[CH3:20][N:21]1[CH2:26][CH2:25][N:24]([C:27]2[CH:32]=[CH:31][C:30]([NH:33][C:34]([NH2:36])=[NH:35])=[CH:29][CH:28]=2)[CH2:23][CH2:22]1.CC#N. Product: [CH3:13][N:9]1[C:8]([CH3:14])=[C:7]([C:5]2[CH:4]=[CH:3][N:36]=[C:34]([NH:33][C:30]3[CH:29]=[CH:28][C:27]([N:24]4[CH2:25][CH2:26][N:21]([CH3:20])[CH2:22][CH2:23]4)=[CH:32][CH:31]=3)[N:35]=2)[S:11][C:10]1=[O:12]. The catalyst class is: 67. (4) Reactant: [F:1][C:2]1[CH:10]=[C:9]2[C:5]([C:6]([C:11]3[CH:12]=[CH:13][C:14]4[S:18](=[O:20])(=[O:19])[N:17]([CH2:21][C:22]([OH:24])=O)[CH:16]([CH3:25])[C:15]=4[CH:26]=3)=[CH:7][NH:8]2)=[CH:4][CH:3]=1.[NH4+].[Cl-].CC[N:31](C(C)C)C(C)C.CN(C(ON1N=NC2C=CC=NC1=2)=[N+](C)C)C.F[P-](F)(F)(F)(F)F. Product: [F:1][C:2]1[CH:10]=[C:9]2[C:5]([C:6]([C:11]3[CH:12]=[CH:13][C:14]4[S:18](=[O:19])(=[O:20])[N:17]([CH2:21][C:22]([NH2:31])=[O:24])[CH:16]([CH3:25])[C:15]=4[CH:26]=3)=[CH:7][NH:8]2)=[CH:4][CH:3]=1. The catalyst class is: 248.